This data is from Full USPTO retrosynthesis dataset with 1.9M reactions from patents (1976-2016). The task is: Predict the reactants needed to synthesize the given product. (1) Given the product [CH3:34][N:32]1[CH:33]=[C:29]([S:26]([N:17]2[CH2:18][C@H:19]([C:20]3[CH:25]=[CH:24][CH:23]=[CH:22][CH:21]=3)[C@@H:15]([NH:7][CH2:6][CH2:5][O:4][CH2:1][CH2:2][CH3:3])[CH2:16]2)(=[O:27])=[O:28])[N:30]=[CH:31]1, predict the reactants needed to synthesize it. The reactants are: [CH2:1]([O:4][CH2:5][CH2:6][N:7]([C@@H:15]1[C@@H:19]([C:20]2[CH:25]=[CH:24][CH:23]=[CH:22][CH:21]=2)[CH2:18][N:17]([S:26]([C:29]2[N:30]=[CH:31][N:32]([CH3:34])[CH:33]=2)(=[O:28])=[O:27])[CH2:16]1)C(=O)OC(C)(C)C)[CH:2]=[CH2:3].[H][H]. (2) Given the product [F:1][C:2]1[CH:7]=[CH:6][C:5]([N:8]2[C:16]3[C:11](=[CH:12][C:13]([CH:17]([C:19]4[CH:24]=[CH:23][CH:22]=[CH:21][CH:20]=4)[C:28]([CH3:30])([CH3:29])[C:27]([O:26][CH3:25])=[O:31])=[CH:14][CH:15]=3)[CH:10]=[N:9]2)=[CH:4][CH:3]=1, predict the reactants needed to synthesize it. The reactants are: [F:1][C:2]1[CH:7]=[CH:6][C:5]([N:8]2[C:16]3[C:11](=[CH:12][C:13]([CH:17]([C:19]4[CH:24]=[CH:23][CH:22]=[CH:21][CH:20]=4)O)=[CH:14][CH:15]=3)[CH:10]=[N:9]2)=[CH:4][CH:3]=1.[CH3:25][O:26][C:27]([O:31][Si](C)(C)C)=[C:28]([CH3:30])[CH3:29]. (3) Given the product [O:17]1[CH2:16][CH:15]1[CH2:13][O:12][CH:4]1[CH2:5][C:6]2[C:11](=[CH:10][CH:9]=[CH:8][CH:7]=2)[CH2:3]1, predict the reactants needed to synthesize it. The reactants are: [H-].[Na+].[CH2:3]1[C:11]2[C:6](=[CH:7][CH:8]=[CH:9][CH:10]=2)[CH2:5][CH:4]1[OH:12].[CH2:13]([CH:15]1[O:17][CH2:16]1)Br. (4) Given the product [F:11][C:3]1[CH:4]=[C:5]([N+:8]([O-:10])=[O:9])[CH:6]=[CH:7][C:2]=1[N:12]1[CH2:17][CH2:16][O:15][CH2:14][CH2:13]1, predict the reactants needed to synthesize it. The reactants are: F[C:2]1[CH:7]=[CH:6][C:5]([N+:8]([O-:10])=[O:9])=[CH:4][C:3]=1[F:11].[NH:12]1[CH2:17][CH2:16][O:15][CH2:14][CH2:13]1.C(=O)([O-])[O-].[K+].[K+]. (5) Given the product [NH2:14][C:15]1[C:20]([C:2]#[C:1][C:3]2[CH:4]=[CH:5][C:6]([O:9][C:10]([F:11])([F:12])[F:13])=[CH:7][CH:8]=2)=[CH:19][C:18]([C:22]([CH3:29])([CH3:28])[C:23]([O:25][CH2:26][CH3:27])=[O:24])=[CH:17][C:16]=1[Br:30], predict the reactants needed to synthesize it. The reactants are: [C:1]([C:3]1[CH:8]=[CH:7][C:6]([O:9][C:10]([F:13])([F:12])[F:11])=[CH:5][CH:4]=1)#[CH:2].[NH2:14][C:15]1[C:20](I)=[CH:19][C:18]([C:22]([CH3:29])([CH3:28])[C:23]([O:25][CH2:26][CH3:27])=[O:24])=[CH:17][C:16]=1[Br:30].C(N(CC)CC)C.